This data is from Forward reaction prediction with 1.9M reactions from USPTO patents (1976-2016). The task is: Predict the product of the given reaction. Given the reactants [Cl:1][C:2]1[CH:3]=[C:4]([CH:8]([OH:30])[CH:9]([CH2:15][C:16]2[CH:21]=[CH:20][C:19]([CH2:22][C:23]([F:29])([F:28])[C:24]([F:27])([F:26])[F:25])=[CH:18][CH:17]=2)[C:10]([O:12]CC)=[O:11])[CH:5]=[CH:6][CH:7]=1.[OH-].[Na+], predict the reaction product. The product is: [Cl:1][C:2]1[CH:3]=[C:4]([CH:8]([OH:30])[CH:9]([CH2:15][C:16]2[CH:21]=[CH:20][C:19]([CH2:22][C:23]([F:28])([F:29])[C:24]([F:26])([F:27])[F:25])=[CH:18][CH:17]=2)[C:10]([OH:12])=[O:11])[CH:5]=[CH:6][CH:7]=1.